This data is from Full USPTO retrosynthesis dataset with 1.9M reactions from patents (1976-2016). The task is: Predict the reactants needed to synthesize the given product. (1) Given the product [CH:1]12[CH2:10][CH:5]3[CH2:6][CH:7]([CH2:9][CH:3]([CH2:4]3)[CH:2]1[NH:11][C:17]([N:39]1[CH2:40][CH2:41][C:37]3([N:33]([C:42]([O:44][C:45]([CH3:48])([CH3:47])[CH3:46])=[O:43])[CH2:34][CH2:35][CH2:36]3)[CH2:38]1)=[O:18])[CH2:8]2, predict the reactants needed to synthesize it. The reactants are: [CH:1]12[CH2:10][CH:5]3[CH2:6][CH:7]([CH2:9][CH:3]([CH2:4]3)[CH:2]1[NH2:11])[CH2:8]2.C1N=CN([C:17](N2C=NC=C2)=[O:18])C=1.CCN(C(C)C)C(C)C.[N:33]1([C:42]([O:44][C:45]([CH3:48])([CH3:47])[CH3:46])=[O:43])[C:37]2([CH2:41][CH2:40][NH:39][CH2:38]2)[CH2:36][CH2:35][CH2:34]1. (2) The reactants are: [S:1]1[C:5]2[CH:6]=[CH:7][CH:8]=[CH:9][C:4]=2[N:3]=[C:2]1[C:10]1[CH:15]=[C:14]([C:16]2[CH:21]=[CH:20][C:19](Br)=[CH:18][CH:17]=2)[CH:13]=[CH:12][C:11]=1[OH:23].[Li]CCCC.[C:29]1([Si:35](Cl)([C:42]2[CH:47]=[CH:46][CH:45]=[CH:44][CH:43]=2)[C:36]2[CH:41]=[CH:40][CH:39]=[CH:38][CH:37]=2)[CH:34]=[CH:33][CH:32]=[CH:31][CH:30]=1. Given the product [S:1]1[C:5]2[CH:6]=[CH:7][CH:8]=[CH:9][C:4]=2[N:3]=[C:2]1[C:10]1[CH:15]=[C:14]([C:16]2[CH:21]=[CH:20][C:19]([Si:35]([C:36]3[CH:37]=[CH:38][CH:39]=[CH:40][CH:41]=3)([C:42]3[CH:47]=[CH:46][CH:45]=[CH:44][CH:43]=3)[C:29]3[CH:30]=[CH:31][CH:32]=[CH:33][CH:34]=3)=[CH:18][CH:17]=2)[CH:13]=[CH:12][C:11]=1[OH:23], predict the reactants needed to synthesize it. (3) Given the product [CH3:10][O:9][C:7]1[CH:6]=[C:5]([NH:11][C:12]2[C:13]3[CH2:22][CH2:21][CH2:20][C:14]=3[N:15]=[C:16]([S:18]([CH3:19])=[O:31])[N:17]=2)[CH:4]=[C:3]([O:2][CH3:1])[CH:8]=1, predict the reactants needed to synthesize it. The reactants are: [CH3:1][O:2][C:3]1[CH:4]=[C:5]([NH:11][C:12]2[C:13]3[CH2:22][CH2:21][CH2:20][C:14]=3[N:15]=[C:16]([S:18][CH3:19])[N:17]=2)[CH:6]=[C:7]([O:9][CH3:10])[CH:8]=1.C1C=C(Cl)C=C(C(OO)=[O:31])C=1. (4) Given the product [CH3:1][O:2][C:3]1[CH:4]=[CH:5][C:6]([CH2:7][N:8]2[C:12]3=[N:13][CH:14]=[CH:15][C:16]([O:17][C:18]4[N:19]=[CH:20][C:21]([NH2:24])=[CH:22][N:23]=4)=[C:11]3[C:10]([CH3:27])=[N:9]2)=[CH:28][CH:29]=1, predict the reactants needed to synthesize it. The reactants are: [CH3:1][O:2][C:3]1[CH:29]=[CH:28][C:6]([CH2:7][N:8]2[C:12]3=[N:13][CH:14]=[CH:15][C:16]([O:17][C:18]4[N:23]=[CH:22][C:21]([N+:24]([O-])=O)=[CH:20][N:19]=4)=[C:11]3[C:10]([CH3:27])=[N:9]2)=[CH:5][CH:4]=1. (5) Given the product [C:1]([O:5][C:6](=[O:35])[NH:7][CH:8]([C:17](=[O:34])[NH:18][CH:19]([C:30](=[O:33])[NH:31][CH3:32])[CH2:20][C:21]1[CH:26]=[CH:25][C:24]([NH2:27])=[CH:23][CH:22]=1)[CH2:9][C:10]1[CH:11]=[CH:12][C:13]([OH:16])=[CH:14][CH:15]=1)([CH3:4])([CH3:2])[CH3:3], predict the reactants needed to synthesize it. The reactants are: [C:1]([O:5][C:6](=[O:35])[NH:7][CH:8]([C:17](=[O:34])[NH:18][CH:19]([C:30](=[O:33])[NH:31][CH3:32])[CH2:20][C:21]1[CH:26]=[CH:25][C:24]([N+:27]([O-])=O)=[CH:23][CH:22]=1)[CH2:9][C:10]1[CH:15]=[CH:14][C:13]([OH:16])=[CH:12][CH:11]=1)([CH3:4])([CH3:3])[CH3:2]. (6) Given the product [Br:1][C:2]1[C:11]2[C:6](=[CH:7][C:8]([C:12]3[O:13][C:14]4[CH:26]=[CH:25][CH:24]=[CH:23][C:15]=4[C:16]=3[C:17](=[O:22])[CH2:18][CH2:19][CH2:20][CH3:21])=[CH:9][CH:10]=2)[CH:5]=[CH:4][C:3]=1[O:27][CH2:28][C:29]([OH:31])=[O:30], predict the reactants needed to synthesize it. The reactants are: [Br:1][C:2]1[C:11]2[C:6](=[CH:7][C:8]([C:12]3[O:13][C:14]4[CH:26]=[CH:25][CH:24]=[CH:23][C:15]=4[C:16]=3[C:17](=[O:22])[CH2:18][CH2:19][CH2:20][CH3:21])=[CH:9][CH:10]=2)[CH:5]=[CH:4][C:3]=1[O:27][CH2:28][C:29]([O:31]CC)=[O:30].[OH-].[Na+].